Dataset: Reaction yield outcomes from USPTO patents with 853,638 reactions. Task: Predict the reaction yield, written as a fraction of the theoretical maximum amount of product (1.0 means a 100% yield; for example, 0.34 means a 34% yield). (1) The reactants are [Cl:1][C:2]1[CH:21]=[CH:20][C:5]([CH2:6][N:7]2[C:15]3[C:10](=[CH:11][C:12]([C:16](O)=[O:17])=[CH:13][CH:14]=3)[CH:9]=[C:8]2[CH3:19])=[CH:4][CH:3]=1. The catalyst is O1CCCC1. The product is [Cl:1][C:2]1[CH:21]=[CH:20][C:5]([CH2:6][N:7]2[C:15]3[C:10](=[CH:11][C:12]([CH2:16][OH:17])=[CH:13][CH:14]=3)[CH:9]=[C:8]2[CH3:19])=[CH:4][CH:3]=1. The yield is 0.790. (2) The reactants are CC1(C)C2C=CC=C(P(C3C=CC=CC=3)C3C=CC=CC=3)C=2OC2C1=CC=CC=2P(C1C=CC=CC=1)C1C=CC=CC=1.[NH2:43][C:44]1[N:48]([C:49]([O:51][C:52]([CH3:55])([CH3:54])[CH3:53])=[O:50])[N:47]=[C:46]([CH3:56])[CH:45]=1.[Cl:57][C:58]1[N:63]=[C:62](Cl)[CH:61]=[C:60]([O:65][CH3:66])[N:59]=1.C(=O)([O-])[O-].[Cs+].[Cs+]. The catalyst is O1CCOCC1. The product is [Cl:57][C:58]1[N:63]=[C:62]([NH:43][C:44]2[N:48]([C:49]([O:51][C:52]([CH3:53])([CH3:55])[CH3:54])=[O:50])[N:47]=[C:46]([CH3:56])[CH:45]=2)[CH:61]=[C:60]([O:65][CH3:66])[N:59]=1. The yield is 0.130. (3) The reactants are C(OC([NH:8][CH2:9][CH:10]([CH3:31])[CH2:11][N:12]1[C:20]2[C:15](=[CH:16][CH:17]=[C:18]([C:21]([O:23][CH2:24][CH3:25])=[O:22])[CH:19]=2)[CH:14]=[C:13]1[C:26](OCC)=[O:27])=O)(C)(C)C.N1C2C(=CC=C(C(OCC)=O)C=2)C=C1C(OCC)=O.C(O)(C(F)(F)F)=O.C(N(CC)CC)C.C([O-])([O-])=O.[K+].[K+]. The catalyst is C(Cl)Cl.C(O)C.O. The product is [CH3:31][CH:10]1[CH2:11][N:12]2[C:20]3[CH:19]=[C:18]([C:21]([O:23][CH2:24][CH3:25])=[O:22])[CH:17]=[CH:16][C:15]=3[CH:14]=[C:13]2[C:26](=[O:27])[NH:8][CH2:9]1. The yield is 0.660. (4) The reactants are CI.[C:3]([O-])([O-])=O.[K+].[K+].[I:9][C:10]1[CH:11]=[CH:12][C:13]([O:19][CH3:20])=[C:14]([CH:18]=1)[C:15]([O-:17])=[O:16].C(OCC)(=O)C. The catalyst is CN(C=O)C. The product is [CH3:3][O:16][C:15](=[O:17])[C:14]1[CH:18]=[C:10]([I:9])[CH:11]=[CH:12][C:13]=1[O:19][CH3:20]. The yield is 0.880.